Dataset: Peptide-MHC class I binding affinity with 185,985 pairs from IEDB/IMGT. Task: Regression. Given a peptide amino acid sequence and an MHC pseudo amino acid sequence, predict their binding affinity value. This is MHC class I binding data. (1) The peptide sequence is FAVPNLQSL. The MHC is H-2-Db with pseudo-sequence H-2-Db. The binding affinity (normalized) is 0.809. (2) The peptide sequence is YYKDDISYF. The MHC is HLA-C07:02 with pseudo-sequence HLA-C07:02. The binding affinity (normalized) is 0.686. (3) The peptide sequence is RPPLGNWF. The MHC is Patr-A0101 with pseudo-sequence Patr-A0101. The binding affinity (normalized) is 0. (4) The peptide sequence is YIMRVMANNV. The MHC is HLA-A02:06 with pseudo-sequence HLA-A02:06. The binding affinity (normalized) is 0.755. (5) The peptide sequence is IVMRYVLDH. The MHC is HLA-A26:01 with pseudo-sequence HLA-A26:01. The binding affinity (normalized) is 0.468. (6) The MHC is HLA-A25:01 with pseudo-sequence HLA-A25:01. The peptide sequence is MHCDFAFWV. The binding affinity (normalized) is 0.0847. (7) The peptide sequence is TMERTNDLTA. The MHC is HLA-A02:06 with pseudo-sequence HLA-A02:06. The binding affinity (normalized) is 0.0973. (8) The peptide sequence is LYAVATTFVT. The MHC is HLA-A24:02 with pseudo-sequence HLA-A24:02. The binding affinity (normalized) is 0.417. (9) The peptide sequence is KPFNNILDL. The MHC is HLA-A03:01 with pseudo-sequence HLA-A03:01. The binding affinity (normalized) is 0. (10) The peptide sequence is DTVLEEMNL. The MHC is HLA-A01:01 with pseudo-sequence HLA-A01:01. The binding affinity (normalized) is 0.